Dataset: Reaction yield outcomes from USPTO patents with 853,638 reactions. Task: Predict the reaction yield, written as a fraction of the theoretical maximum amount of product (1.0 means a 100% yield; for example, 0.34 means a 34% yield). (1) The reactants are Cl.[Cl:2][C:3]1[CH:8]=[CH:7][C:6]([C:9]2[CH2:10][CH2:11][NH:12][CH2:13][CH:14]=2)=[CH:5][CH:4]=1.C(N(CC)CC)C.[C:22]([O:26][C:27](O[C:27]([O:26][C:22]([CH3:25])([CH3:24])[CH3:23])=[O:28])=[O:28])([CH3:25])([CH3:24])[CH3:23].Cl. The catalyst is C(Cl)Cl.[Cl-].[Na+].O. The product is [C:22]([O:26][C:27]([N:12]1[CH2:11][CH:10]=[C:9]([C:6]2[CH:7]=[CH:8][C:3]([Cl:2])=[CH:4][CH:5]=2)[CH2:14][CH2:13]1)=[O:28])([CH3:25])([CH3:24])[CH3:23]. The yield is 0.930. (2) The reactants are [Cl:1][C:2]1[CH:16]=[C:15]([O:17][CH:18]2[CH2:23][CH2:22][CH2:21][CH2:20][O:19]2)[CH:14]=[CH:13][C:3]=1[CH2:4][NH:5][C:6]1[CH:11]=[CH:10][C:9]([I:12])=[CH:8][CH:7]=1.C(N(CC)CC)C.[C:31]1([CH3:43])[CH:36]=[C:35]([CH3:37])[CH:34]=[C:33]([CH3:38])[C:32]=1[S:39](Cl)(=[O:41])=[O:40].C(=O)(O)[O-].[Na+]. The catalyst is C(Cl)Cl.CN(C1C=CN=CC=1)C. The product is [Cl:1][C:2]1[CH:16]=[C:15]([O:17][CH:18]2[CH2:23][CH2:22][CH2:21][CH2:20][O:19]2)[CH:14]=[CH:13][C:3]=1[CH2:4][N:5]([C:6]1[CH:7]=[CH:8][C:9]([I:12])=[CH:10][CH:11]=1)[S:39]([C:32]1[C:33]([CH3:38])=[CH:34][C:35]([CH3:37])=[CH:36][C:31]=1[CH3:43])(=[O:41])=[O:40]. The yield is 0.540. (3) The reactants are [C:1]([BH3-])#[N:2].[Na+].[OH:5][CH2:6][CH2:7][O:8][CH2:9][CH2:10][O:11][CH2:12][CH2:13][O:14][C:15]1[CH:20]=[CH:19][C:18](/[CH:21]=[CH:22]/[C:23]2[CH:28]=[CH:27][C:26](N)=[CH:25][CH:24]=2)=[CH:17][N:16]=1.C=O.[C:32](=O)(O)[O-].[Na+]. The catalyst is C(O)(=O)C. The product is [OH:5][CH2:6][CH2:7][O:8][CH2:9][CH2:10][O:11][CH2:12][CH2:13][O:14][C:15]1[CH:20]=[CH:19][C:18](/[CH:21]=[CH:22]/[C:23]2[CH:28]=[CH:27][C:26]([N:2]([CH3:1])[CH3:32])=[CH:25][CH:24]=2)=[CH:17][N:16]=1. The yield is 0.950. (4) The reactants are [CH3:1][O:2][C:3]1[CH:8]=[CH:7][C:6]([C:9]([F:12])([F:11])[F:10])=[CH:5][C:4]=1[N:13]=[C:14]=[O:15].[NH2:16][C:17]1[CH:34]=[CH:33][C:20]([O:21][C:22]2[CH:23]=[C:24]3[C:28](=[CH:29][CH:30]=2)[C:27](=[O:31])[NH:26][C:25]3=[O:32])=[CH:19][CH:18]=1.CO. The catalyst is C(Cl)Cl. The product is [CH3:1][O:2][C:3]1[CH:8]=[CH:7][C:6]([C:9]([F:12])([F:11])[F:10])=[CH:5][C:4]=1[NH:13][C:14]([NH:16][C:17]1[CH:18]=[CH:19][C:20]([O:21][C:22]2[CH:23]=[C:24]3[C:28](=[CH:29][CH:30]=2)[C:27](=[O:31])[NH:26][C:25]3=[O:32])=[CH:33][CH:34]=1)=[O:15]. The yield is 0.960. (5) The reactants are Cl[P:2]([CH3:4])[CH3:3].[O-:5]CC.[Na+].Br[CH2:10][C:11]1[CH:16]=[CH:15][CH:14]=[C:13]([N+:17]([O-:19])=[O:18])[CH:12]=1. The catalyst is C1COCC1. The product is [CH3:3][P:2](=[O:5])([CH3:4])[CH2:10][C:11]1[CH:16]=[CH:15][CH:14]=[C:13]([N+:17]([O-:19])=[O:18])[CH:12]=1. The yield is 0.280.